Dataset: Full USPTO retrosynthesis dataset with 1.9M reactions from patents (1976-2016). Task: Predict the reactants needed to synthesize the given product. (1) Given the product [NH2:1][C:2]1[C:3]2[NH:10][CH:9]=[C:8]([C@H:11]3[C@H:15]([OH:16])[C@H:14]([OH:17])[C@@H:13]([CH2:18][OH:19])[NH:12]3)[C:4]=2[N:5]=[CH:6][N:7]=1, predict the reactants needed to synthesize it. The reactants are: [NH2:1][C:2]1[C:3]2[NH:10][CH:9]=[C:8]([C@H:11]3[C@H:15]([OH:16])[C@H:14]([OH:17])[C@@H:13]([CH2:18][OH:19])[N:12]3C(OC(C)(C)C)=O)[C:4]=2[N:5]=[CH:6][N:7]=1.C. (2) Given the product [O:8]([C@@H:9]1[C@@H:10]2[N:11]([C:36](=[O:37])[N:16]([C:17]3[CH:22]=[CH:21][C:20]([C:23]#[N:24])=[C:19]([Cl:25])[C:18]=3[CH3:26])[C@@H:14]2[CH3:15])[CH2:12][CH2:13]1)[Si:1]([C:4]([CH3:6])([CH3:7])[CH3:5])([CH3:3])[CH3:2], predict the reactants needed to synthesize it. The reactants are: [Si:1]([O:8][C@H:9]1[CH2:13][CH2:12][NH:11][C@@H:10]1[C@H:14]([NH:16][C:17]1[CH:22]=[CH:21][C:20]([C:23]#[N:24])=[C:19]([Cl:25])[C:18]=1[CH3:26])[CH3:15])([C:4]([CH3:7])([CH3:6])[CH3:5])([CH3:3])[CH3:2].CCN(C(C)C)C(C)C.[C:36](Cl)(Cl)=[O:37].C1(C)C=CC=CC=1. (3) Given the product [CH2:58]([O:57][C:54]1[CH:53]=[CH:52][C:51]([C:50]([NH:49][CH2:48][CH2:47][NH:46][C:15]([C:13]2[C:12]([C:18]([F:21])([F:19])[F:20])=[N:11][N:10]([C:6]3[CH:5]=[C:4]4[C:9](=[CH:8][CH:7]=3)[NH:1][CH:2]=[CH:3]4)[CH:14]=2)=[O:16])=[O:60])=[CH:56][CH:55]=1)[CH3:59], predict the reactants needed to synthesize it. The reactants are: [NH:1]1[C:9]2[C:4](=[CH:5][C:6]([N:10]3[CH:14]=[C:13]([C:15](O)=[O:16])[C:12]([C:18]([F:21])([F:20])[F:19])=[N:11]3)=[CH:7][CH:8]=2)[CH:3]=[CH:2]1.C1C=CC2N(O)N=NC=2C=1.O.CCN=C=NCCCN(C)C.Cl.Cl.[NH2:46][CH2:47][CH2:48][NH:49][C:50](=[O:60])[C:51]1[CH:56]=[CH:55][C:54]([O:57][CH2:58][CH3:59])=[CH:53][CH:52]=1.CCN(C(C)C)C(C)C. (4) The reactants are: C(N1C(=O)C(N[C:12](=[O:23])[C:13]2[CH:18]=[C:17]([F:19])[C:16]([F:20])=[C:15]([F:21])[C:14]=2[F:22])(C)C(=O)NC1=O)C.[NH2:26][C:27]1([CH2:42][CH3:43])[C:32](=[O:33])[N:31]([CH:34]2[CH2:39][CH2:38][CH2:37][CH2:36][CH2:35]2)[C:30](=[O:40])[NH:29][C:28]1=[O:41]. Given the product [CH:34]1([N:31]2[C:32](=[O:33])[C:27]([NH:26][C:12](=[O:23])[C:13]3[CH:18]=[C:17]([F:19])[C:16]([F:20])=[C:15]([F:21])[C:14]=3[F:22])([CH2:42][CH3:43])[C:28](=[O:41])[NH:29][C:30]2=[O:40])[CH2:39][CH2:38][CH2:37][CH2:36][CH2:35]1, predict the reactants needed to synthesize it.